Dataset: Full USPTO retrosynthesis dataset with 1.9M reactions from patents (1976-2016). Task: Predict the reactants needed to synthesize the given product. (1) Given the product [N+:11]([C:8]1[CH:9]=[C:10]2[C:5]([CH2:4][CH2:3][CH2:2][NH:1]2)=[CH:6][CH:7]=1)([O-:13])=[O:12], predict the reactants needed to synthesize it. The reactants are: [NH:1]1[C:10]2[C:5](=[CH:6][CH:7]=[CH:8][CH:9]=2)[CH2:4][CH2:3][CH2:2]1.[N+:11]([O-])([OH:13])=[O:12].C(=O)([O-])[O-].[K+].[K+].CCOC(C)=O. (2) Given the product [CH2:26]([O:28][C:29]1([NH:19][C:16]2[CH:17]=[CH:18][CH:14]=[CH:13][C:12]=2[NH:11][C:9](=[O:10])[CH:8]([NH:7][C:6](=[O:21])[O:5][C:1]([CH3:2])([CH3:3])[CH3:4])[CH3:20])[CH2:31][CH2:30]1)[CH3:27], predict the reactants needed to synthesize it. The reactants are: [C:1]([O:5][C:6](=[O:21])[NH:7][CH:8]([CH3:20])[C:9]([NH:11]/[C:12](/[C:16](/[NH2:19])=[CH:17]\[CH3:18])=[CH:13]/[CH:14]=C)=[O:10])([CH3:4])([CH3:3])[CH3:2].CC(O)=O.[CH2:26]([O:28][C:29]1(O[Si](C)(C)C)[CH2:31][CH2:30]1)[CH3:27]. (3) Given the product [Cl:1][C:2]1[CH:7]=[C:6]([C:8]2([C:9]([F:12])([F:11])[F:10])[CH2:17][NH:18][N:14]=[CH:13]2)[CH:5]=[C:4]([Cl:21])[CH:3]=1, predict the reactants needed to synthesize it. The reactants are: [Cl:1][C:2]1[CH:7]=[C:6]([C:8]([CH2:17][N+:18]([O-])=O)([CH2:13][N+:14]([O-])=O)[C:9]([F:12])([F:11])[F:10])[CH:5]=[C:4]([Cl:21])[CH:3]=1.CC(O)=O.C([O-])(O)=O.[Na+].C(OCC)(=O)C.